From a dataset of Forward reaction prediction with 1.9M reactions from USPTO patents (1976-2016). Predict the product of the given reaction. Given the reactants C(N(CC)CC)C.[NH2:8][C:9]1[N:17]=[C:16]([CH3:18])[CH:15]=[CH:14][C:10]=1[C:11]([OH:13])=O.[F:19][C:20]1[CH:21]=[C:22]([O:26][C:27]2[CH:34]=[CH:33][C:30]([CH2:31][NH2:32])=[CH:29][CH:28]=2)[CH:23]=[CH:24][CH:25]=1.CN([P+](ON1N=NC2C=CC=CC1=2)(N(C)C)N(C)C)C.F[P-](F)(F)(F)(F)F, predict the reaction product. The product is: [F:19][C:20]1[CH:21]=[C:22]([O:26][C:27]2[CH:34]=[CH:33][C:30]([CH2:31][NH:32][C:11](=[O:13])[C:10]3[CH:14]=[CH:15][C:16]([CH3:18])=[N:17][C:9]=3[NH2:8])=[CH:29][CH:28]=2)[CH:23]=[CH:24][CH:25]=1.